From a dataset of Catalyst prediction with 721,799 reactions and 888 catalyst types from USPTO. Predict which catalyst facilitates the given reaction. (1) Reactant: [C:1]([C:3]1[CH:4]=[C:5]([C:9](=O)[CH2:10][C:11]([NH:13][C:14]2[CH:19]=[C:18]([N:20]3[CH:24]=[CH:23][CH:22]=[CH:21]3)[C:17]([I:25])=[CH:16][C:15]=2[N+:26]([O-])=O)=[O:12])[CH:6]=[CH:7][CH:8]=1)#[N:2].O.O.Cl[Sn]Cl. Product: [I:25][C:17]1[C:18]([N:20]2[CH:24]=[CH:23][CH:22]=[CH:21]2)=[CH:19][C:14]2[NH:13][C:11](=[O:12])[CH2:10][C:9]([C:5]3[CH:4]=[C:3]([CH:8]=[CH:7][CH:6]=3)[C:1]#[N:2])=[N:26][C:15]=2[CH:16]=1. The catalyst class is: 14. (2) Reactant: [Cl:1][C:2]1[C:3]([F:34])=[C:4]([CH:31]=[CH:32][CH:33]=1)[CH2:5][NH:6][C:7]([C@@H:9]1[CH2:14][C@@H:13]2[C@@H:11]([CH2:12]2)[N:10]1[C:15](=[O:30])[CH2:16][N:17]1[C:25]2[C:20](=[CH:21][CH:22]=[C:23]([OH:26])[CH:24]=2)[C:19]([C:27](=[O:29])[CH3:28])=[CH:18]1)=[O:8].C(=O)([O-])[O-].[Cs+].[Cs+].Cl[CH2:42][C:43]1[NH:47][N:46]=[N:45][N:44]=1.Cl. Product: [Cl:1][C:2]1[C:3]([F:34])=[C:4]([CH:31]=[CH:32][CH:33]=1)[CH2:5][NH:6][C:7]([C@@H:9]1[CH2:14][C@@H:13]2[C@@H:11]([CH2:12]2)[N:10]1[C:15](=[O:30])[CH2:16][N:17]1[C:25]2[C:20](=[CH:21][CH:22]=[C:23]([O:26][CH2:42][C:43]3[NH:47][N:46]=[N:45][N:44]=3)[CH:24]=2)[C:19]([C:27](=[O:29])[CH3:28])=[CH:18]1)=[O:8]. The catalyst class is: 58. (3) Reactant: [OH:1][C:2]1[C:11]2[C:6](=[CH:7][CH:8]=[CH:9][CH:10]=2)[CH:5]=[CH:4][C:3]=1[C:12]([OH:14])=[O:13].[Br:15]Br. Product: [Br:15][C:5]1[C:6]2[C:11](=[CH:10][CH:9]=[CH:8][CH:7]=2)[C:2]([OH:1])=[C:3]([C:12]([OH:14])=[O:13])[CH:4]=1. The catalyst class is: 22.